From a dataset of Forward reaction prediction with 1.9M reactions from USPTO patents (1976-2016). Predict the product of the given reaction. (1) Given the reactants [B:10]1([B:10]2[O:14][C:13]([CH3:16])([CH3:15])[C:12]([CH3:18])([CH3:17])[O:11]2)[O:14][C:13]([CH3:16])([CH3:15])[C:12]([CH3:18])([CH3:17])[O:11]1.C([O-])(=O)C.[K+].FC(F)(F)S(O[C:30]1[CH2:31][CH2:32][N:33]([C:36]([O:38][CH2:39][C:40]2[CH:45]=[CH:44][CH:43]=[CH:42][CH:41]=2)=[O:37])[CH2:34][CH:35]=1)(=O)=O, predict the reaction product. The product is: [CH3:16][C:13]1([CH3:15])[C:12]([CH3:17])([CH3:18])[O:11][B:10]([C:30]2[CH2:35][CH2:34][N:33]([C:36]([O:38][CH2:39][C:40]3[CH:41]=[CH:42][CH:43]=[CH:44][CH:45]=3)=[O:37])[CH2:32][CH:31]=2)[O:14]1. (2) Given the reactants [Cl:1][C:2]1[CH:7]=[C:6]([NH:8][C:9]2[C:18]3[C:13](=[CH:14][CH:15]=[CH:16][C:17]=3[O:19][CH2:20][CH:21]3[CH2:26][CH2:25][N:24]([C:27](=[O:30])[CH2:28][OH:29])[CH2:23][CH2:22]3)[N:12]=[CH:11][N:10]=2)[CH:5]=[CH:4][C:3]=1[OH:31].Cl.Cl[CH2:34][C:35]1[N:36]=[CH:37][S:38][CH:39]=1, predict the reaction product. The product is: [Cl:1][C:2]1[CH:7]=[C:6]([NH:8][C:9]2[C:18]3[C:13](=[CH:14][CH:15]=[CH:16][C:17]=3[O:19][CH2:20][CH:21]3[CH2:26][CH2:25][N:24]([C:27](=[O:30])[CH2:28][OH:29])[CH2:23][CH2:22]3)[N:12]=[CH:11][N:10]=2)[CH:5]=[CH:4][C:3]=1[O:31][CH2:34][C:35]1[N:36]=[CH:37][S:38][CH:39]=1. (3) Given the reactants [Cl:1][C:2]1[N:7]=[C:6]([NH2:8])[C:5]([CH3:9])=[CH:4][N:3]=1.Br[C:11]1[CH:16]=[CH:15][CH:14]=[C:13]([CH3:17])[C:12]=1[CH3:18].CC1(C)C2C(=C(P(C3C=CC=CC=3)C3C=CC=CC=3)C=CC=2)OC2C(P(C3C=CC=CC=3)C3C=CC=CC=3)=CC=CC1=2.C(=O)([O-])[O-].[Cs+].[Cs+], predict the reaction product. The product is: [Cl:1][C:2]1[N:7]=[C:6]([NH:8][C:11]2[CH:16]=[CH:15][CH:14]=[C:13]([CH3:17])[C:12]=2[CH3:18])[C:5]([CH3:9])=[CH:4][N:3]=1. (4) Given the reactants [Cl:1][C:2]1[CH:3]=[CH:4][C:5]([CH3:11])=[C:6]([CH:10]=1)[C:7](Cl)=O.[CH2:12]([NH:15][C:16](=[O:22])[O:17][C:18]([CH3:21])([CH3:20])[CH3:19])[C:13]#[CH:14].[I-:23].[Na+].O.C1(C)C=CC(S(O)(=O)=O)=CC=1, predict the reaction product. The product is: [Cl:1][C:2]1[CH:3]=[CH:4][C:5]([CH3:11])=[C:6]([C:7]2[N:15]([C:16]([O:17][C:18]([CH3:19])([CH3:21])[CH3:20])=[O:22])[CH:12]=[C:13]([I:23])[CH:14]=2)[CH:10]=1. (5) Given the reactants COC(=O)C(O)=CC(=O)N(CC1C=CC(Cl)=C(Cl)C=1)C.C=O.[NH2:23][CH2:24][CH2:25][N:26]1[CH2:31][CH2:30][CH2:29][CH2:28][CH2:27]1.[Cl:32][C:33]1[CH:34]=[C:35]([CH:49]=[CH:50][C:51]=1[Cl:52])[CH2:36][N:37]([CH3:48])[C:38]([C:40]1[CH2:41]N(C)[C:43](=[O:46])[C:44]=1[OH:45])=[O:39], predict the reaction product. The product is: [Cl:32][C:33]1[CH:34]=[C:35]([CH:49]=[CH:50][C:51]=1[Cl:52])[CH2:36][N:37]([CH3:48])[C:38]([C:40]1[CH2:41][N:23]([CH2:24][CH2:25][N:26]2[CH2:31][CH2:30][CH2:29][CH2:28][CH2:27]2)[C:43](=[O:46])[C:44]=1[OH:45])=[O:39].